From a dataset of Reaction yield outcomes from USPTO patents with 853,638 reactions. Predict the reaction yield, written as a fraction of the theoretical maximum amount of product (1.0 means a 100% yield; for example, 0.34 means a 34% yield). (1) The reactants are [OH:1][C@@H:2]([CH:4]1[CH2:9][CH2:8][N:7]([C:10]([O:12][CH:13]([CH3:15])[CH3:14])=[O:11])[CH2:6][CH2:5]1)[CH3:3].[CH3:16][S:17](Cl)(=[O:19])=[O:18].CCN(CC)CC. The catalyst is C(Cl)Cl. The product is [CH3:16][S:17]([O:1][C@@H:2]([CH:4]1[CH2:5][CH2:6][N:7]([C:10]([O:12][CH:13]([CH3:15])[CH3:14])=[O:11])[CH2:8][CH2:9]1)[CH3:3])(=[O:19])=[O:18]. The yield is 1.00. (2) The reactants are [CH3:1][N:2]1[C:6]([C:7]2[C:12]([F:13])=[CH:11][N:10]=[C:9]([NH2:14])[N:8]=2)=[CH:5][N:4]=[C:3]1[CH3:15].[Cl:16][C:17]1[C:18]([C:24]([N:26]2[CH2:31][CH2:30][CH2:29][CH2:28][CH2:27]2)=[O:25])=[N:19][CH:20]=[C:21](Cl)[CH:22]=1.C(=O)([O-])[O-].[Cs+].[Cs+].CC1(C)C2C(=C(P(C3C=CC=CC=3)C3C=CC=CC=3)C=CC=2)OC2C(P(C3C=CC=CC=3)C3C=CC=CC=3)=CC=CC1=2. The catalyst is O1CCOCC1.C(Cl)Cl.C1C=CC(/C=C/C(/C=C/C2C=CC=CC=2)=O)=CC=1.C1C=CC(/C=C/C(/C=C/C2C=CC=CC=2)=O)=CC=1.C1C=CC(/C=C/C(/C=C/C2C=CC=CC=2)=O)=CC=1.[Pd].[Pd]. The product is [ClH:16].[Cl:16][C:17]1[CH:22]=[C:21]([NH:14][C:9]2[N:8]=[C:7]([C:6]3[N:2]([CH3:1])[C:3]([CH3:15])=[N:4][CH:5]=3)[C:12]([F:13])=[CH:11][N:10]=2)[CH:20]=[N:19][C:18]=1[C:24]([N:26]1[CH2:31][CH2:30][CH2:29][CH2:28][CH2:27]1)=[O:25]. The yield is 0.250. (3) The reactants are [H-].[Na+].C(O[C:6]([C:8]1[NH:9][C:10]2[C:15]([CH:16]=1)=[CH:14][CH:13]=[C:12]([C:17]([O:19]CC)=[O:18])[CH:11]=2)=[O:7])C.Br[CH2:23][CH2:24][CH2:25]C(OCC)=O. The catalyst is CN(C=O)C. The product is [O:7]=[C:6]1[C:8]2=[CH:16][C:15]3[C:10]([N:9]2[CH2:25][CH2:24][CH2:23]1)=[CH:11][C:12]([C:17]([OH:19])=[O:18])=[CH:13][CH:14]=3. The yield is 0.950. (4) The reactants are [O:1]=[S:2]1(=[O:34])[CH2:7][CH2:6][N:5]([C:8]2[CH:13]=[CH:12][C:11]([C:14]3[S:18][C:17]([CH:19]4[CH2:24][CH2:23][O:22][CH2:21][CH2:20]4)=[N:16][C:15]=3[C@@H:25]3[CH2:30][CH2:29][CH2:28][CH2:27][C@H:26]3[C:31]([OH:33])=O)=[CH:10][CH:9]=2)[CH2:4][CH2:3]1.Cl.[NH2:36][C:37]1([C:40]#[N:41])[CH2:39][CH2:38]1.CCN(C(C)C)C(C)C.CN(C(ON1N=NC2C=CC=NC1=2)=[N+](C)C)C.F[P-](F)(F)(F)(F)F. The catalyst is CN(C=O)C. The product is [C:40]([C:37]1([NH:36][C:31]([C@@H:26]2[CH2:27][CH2:28][CH2:29][CH2:30][C@H:25]2[C:15]2[N:16]=[C:17]([CH:19]3[CH2:24][CH2:23][O:22][CH2:21][CH2:20]3)[S:18][C:14]=2[C:11]2[CH:12]=[CH:13][C:8]([N:5]3[CH2:4][CH2:3][S:2](=[O:1])(=[O:34])[CH2:7][CH2:6]3)=[CH:9][CH:10]=2)=[O:33])[CH2:39][CH2:38]1)#[N:41]. The yield is 0.374. (5) The reactants are [CH3:1][O:2][C:3]1[CH:4]=[C:5]([CH:7]=[CH:8][C:9]=1[O:10][CH3:11])[NH2:6].C(N([CH2:17][CH3:18])CC)C.Cl[S:20]([CH2:23][C:24]([O:26]C)=[O:25])(=[O:22])=[O:21]. The catalyst is C(Cl)Cl. The product is [CH3:1][O:2][C:3]1[CH:4]=[C:5]([NH:6][S:20]([CH2:23][C:24]([O:26][CH2:17][CH3:18])=[O:25])(=[O:22])=[O:21])[CH:7]=[CH:8][C:9]=1[O:10][CH3:11]. The yield is 0.505.